Dataset: In vitro SARS-CoV-2 activity screen of 1,480 approved drugs from Prestwick library. Task: Binary Classification. Given a drug SMILES string, predict its activity (active/inactive) in a high-throughput screening assay against a specified biological target. The compound is OCCN1C[C@H](O)[C@@H](O)[C@H](O)[C@H]1CO. The result is 0 (inactive).